Predict the reaction yield, written as a fraction of the theoretical maximum amount of product (1.0 means a 100% yield; for example, 0.34 means a 34% yield). From a dataset of Reaction yield outcomes from USPTO patents with 853,638 reactions. The catalyst is C1COCC1. The yield is 0.800. The product is [CH2:1]([O:8][N:9]([C@H:23]1[CH2:28][N:27]([C:29]([O:31][C:32]([CH3:33])([CH3:34])[CH3:35])=[O:30])[C@H:26]([C:36]([O:38][CH2:39][CH3:40])=[O:37])[CH2:25][CH2:24]1)[S:10]([C:13]1[CH:18]=[CH:17][CH:16]=[CH:15][C:14]=1[N+:19]([O-:21])=[O:20])(=[O:12])=[O:11])[C:2]1[CH:7]=[CH:6][CH:5]=[CH:4][CH:3]=1. The reactants are [CH2:1]([O:8][NH:9][S:10]([C:13]1[CH:18]=[CH:17][CH:16]=[CH:15][C:14]=1[N+:19]([O-:21])=[O:20])(=[O:12])=[O:11])[C:2]1[CH:7]=[CH:6][CH:5]=[CH:4][CH:3]=1.O[C@@H:23]1[CH2:28][N:27]([C:29]([O:31][C:32]([CH3:35])([CH3:34])[CH3:33])=[O:30])[C@H:26]([C:36]([O:38][CH2:39][CH3:40])=[O:37])[CH2:25][CH2:24]1.C1C=CC(P(C2C=CC=CC=2)C2C=CC=CC=2)=CC=1.CCOC(/N=N/C(OCC)=O)=O.